This data is from Catalyst prediction with 721,799 reactions and 888 catalyst types from USPTO. The task is: Predict which catalyst facilitates the given reaction. Reactant: [N:1]1[CH:6]=[CH:5][CH:4]=[C:3]([O:7][C:8]2[N:13]=[CH:12][C:11]([NH2:14])=[CH:10][CH:9]=2)[CH:2]=1.[NH:15]1[C:23]2[C:18](=[CH:19][CH:20]=[CH:21][CH:22]=2)[C:17]([C:24](O)=[O:25])=[CH:16]1.C1CCC(N=C=NC2CCCCC2)CC1. Product: [N:1]1[CH:6]=[CH:5][CH:4]=[C:3]([O:7][C:8]2[N:13]=[CH:12][C:11]([NH:14][C:24]([C:17]3[C:18]4[C:23](=[CH:22][CH:21]=[CH:20][CH:19]=4)[NH:15][CH:16]=3)=[O:25])=[CH:10][CH:9]=2)[CH:2]=1. The catalyst class is: 3.